Dataset: Full USPTO retrosynthesis dataset with 1.9M reactions from patents (1976-2016). Task: Predict the reactants needed to synthesize the given product. (1) Given the product [CH2:13]([N:20]1[CH2:25][CH2:24][CH:23]([N:26]2[C:30]3=[N:31][C:32]([C:6]4[CH:5]=[C:4]([NH:1][C:2]([NH:49][CH3:48])=[O:3])[CH:9]=[CH:8][CH:7]=4)=[N:33][C:34]([N:35]4[CH2:40][CH2:39][O:38][CH2:37][CH2:36]4)=[C:29]3[CH:28]=[N:27]2)[CH2:22][CH2:21]1)[C:14]1[CH:19]=[CH:18][CH:17]=[CH:16][CH:15]=1, predict the reactants needed to synthesize it. The reactants are: [N:1]([C:4]1[CH:5]=[C:6](B(O)O)[CH:7]=[CH:8][CH:9]=1)=[C:2]=[O:3].[CH2:13]([N:20]1[CH2:25][CH2:24][CH:23]([N:26]2[C:30]3=[N:31][C:32](Cl)=[N:33][C:34]([N:35]4[CH2:40][CH2:39][O:38][CH2:37][CH2:36]4)=[C:29]3[CH:28]=[N:27]2)[CH2:22][CH2:21]1)[C:14]1[CH:19]=[CH:18][CH:17]=[CH:16][CH:15]=1.C([O-])([O-])=O.[Na+].[Na+].[CH3:48][NH2:49]. (2) Given the product [Br:11][C:12]1[CH:18]=[C:16]([NH:17][C:2]2[C:7]([N+:8]([O-:10])=[O:9])=[CH:6][CH:5]=[CH:4][N:3]=2)[CH:15]=[CH:14][CH:13]=1, predict the reactants needed to synthesize it. The reactants are: Cl[C:2]1[C:7]([N+:8]([O-:10])=[O:9])=[CH:6][CH:5]=[CH:4][N:3]=1.[Br:11][C:12]1[CH:13]=[CH:14][CH:15]=[C:16]([CH:18]=1)[NH2:17]. (3) Given the product [O:37]1[C:41]2[CH:42]=[CH:43][CH:44]=[CH:45][C:40]=2[N:39]=[C:38]1[CH2:46][C:47]([NH:1][C:2]1[CH:35]=[CH:34][C:5]([O:6][C:7]2[CH:12]=[CH:11][N:10]=[C:9]3[NH:13][N:14]=[C:15]([N:16]4[CH2:21][CH2:20][CH:19]([N:22]([CH3:24])[CH3:23])[CH2:18][CH2:17]4)[C:8]=23)=[C:4]([F:36])[CH:3]=1)=[O:48], predict the reactants needed to synthesize it. The reactants are: [NH2:1][C:2]1[CH:35]=[CH:34][C:5]([O:6][C:7]2[CH:12]=[CH:11][N:10]=[C:9]3[N:13](CC4C=CC(OC)=CC=4)[N:14]=[C:15]([N:16]4[CH2:21][CH2:20][CH:19]([N:22]([CH3:24])[CH3:23])[CH2:18][CH2:17]4)[C:8]=23)=[C:4]([F:36])[CH:3]=1.[O:37]1[C:41]2[CH:42]=[CH:43][CH:44]=[CH:45][C:40]=2[N:39]=[C:38]1[CH2:46][C:47](O)=[O:48].C([O-])(O)=O.[Na+].